From a dataset of Full USPTO retrosynthesis dataset with 1.9M reactions from patents (1976-2016). Predict the reactants needed to synthesize the given product. (1) Given the product [F:3][C:4]1[C:9]([F:10])=[CH:8][CH:7]=[CH:6][C:5]=1[C@@:11]([NH:22][S@@:23]([C:25]([CH3:28])([CH3:27])[CH3:26])=[O:24])([CH2:12][CH2:13][OH:14])[CH2:20][F:21], predict the reactants needed to synthesize it. The reactants are: [BH4-].[Li+].[F:3][C:4]1[C:9]([F:10])=[CH:8][CH:7]=[CH:6][C:5]=1[C@:11]([NH:22][S@@:23]([C:25]([CH3:28])([CH3:27])[CH3:26])=[O:24])([CH2:20][F:21])[CH2:12][C:13](OC(C)(C)C)=[O:14].CO. (2) Given the product [OH:17][C:8]([CH3:36])([CH2:9][CH2:10][C:11]1[CH:12]=[CH:13][CH:14]=[CH:15][CH:16]=1)[CH2:7][C:6]1[C:2]([CH3:1])=[N:3][O:4][C:5]=1[C:18]1[CH:23]=[CH:22][C:21]([C:24]2[CH:25]=[CH:26][C:27]([C:30]3([C:33]([OH:35])=[O:34])[CH2:31][CH2:32]3)=[CH:28][CH:29]=2)=[CH:20][CH:19]=1, predict the reactants needed to synthesize it. The reactants are: [CH3:1][C:2]1[C:6]([CH2:7][C:8](=[O:17])[CH2:9][CH2:10][C:11]2[CH:16]=[CH:15][CH:14]=[CH:13][CH:12]=2)=[C:5]([C:18]2[CH:23]=[CH:22][C:21]([C:24]3[CH:29]=[CH:28][C:27]([C:30]4([C:33]([OH:35])=[O:34])[CH2:32][CH2:31]4)=[CH:26][CH:25]=3)=[CH:20][CH:19]=2)[O:4][N:3]=1.[CH3:36][Mg]I. (3) The reactants are: [CH3:1][C:2]1[CH:7]=[C:6]([C:8]#[N:9])[CH:5]=[CH:4][C:3]=1[C:10]1[CH:15]=[CH:14][C:13]([C:16]([F:19])([F:18])[F:17])=[CH:12][CH:11]=1.O1CCCC1.[CH2:25]([Mg]Br)[CH:26]([CH3:28])[CH3:27].[BH4-].[Na+]. Given the product [CH3:25][CH:26]([CH3:28])[CH2:27][CH:8]([C:6]1[CH:5]=[CH:4][C:3]([C:10]2[CH:15]=[CH:14][C:13]([C:16]([F:17])([F:18])[F:19])=[CH:12][CH:11]=2)=[C:2]([CH3:1])[CH:7]=1)[NH2:9], predict the reactants needed to synthesize it. (4) Given the product [Cl:22][C:23]1[CH:24]=[C:25]([CH:28]=[C:29]([O:21][C:3]2[CH:4]=[C:5]([CH2:8][N:9]3[C:10](=[O:11])[C:12]4[C:13](=[CH:17][CH:18]=[CH:19][CH:20]=4)[C:14]3=[O:15])[CH:6]=[CH:7][C:2]=2[Cl:1])[CH:30]=1)[C:26]#[N:27], predict the reactants needed to synthesize it. The reactants are: [Cl:1][C:2]1[CH:7]=[CH:6][C:5]([CH2:8][NH:9][C:10]([C:12]2[CH:20]=[CH:19][CH:18]=[CH:17][C:13]=2[C:14](O)=[O:15])=[O:11])=[CH:4][C:3]=1[OH:21].[Cl:22][C:23]1[CH:24]=[C:25]([CH:28]=[C:29](F)[CH:30]=1)[C:26]#[N:27].C([O-])([O-])=O.[K+].[K+]. (5) Given the product [Br:1][C:2]1[CH:3]=[CH:4][C:5]([F:25])=[C:6]([C@@:8]([NH:18][S@@:19]([C:21]([CH3:24])([CH3:23])[CH3:22])=[O:20])([CH2:9][CH2:10][OH:11])[CH3:17])[CH:7]=1, predict the reactants needed to synthesize it. The reactants are: [Br:1][C:2]1[CH:3]=[CH:4][C:5]([F:25])=[C:6]([C@:8]([NH:18][S@@:19]([C:21]([CH3:24])([CH3:23])[CH3:22])=[O:20])([CH3:17])[CH2:9][C:10](OC(C)(C)C)=[O:11])[CH:7]=1.[Li+].[BH4-].CO. (6) The reactants are: [F:1][C:2]1[CH:7]=[CH:6][C:5]([C:8](=[O:21])[CH2:9][CH2:10][CH2:11][C:12]2[CH:17]=[CH:16][C:15]([N+:18]([O-])=O)=[CH:14][CH:13]=2)=[CH:4][CH:3]=1.[H][H]. Given the product [NH2:18][C:15]1[CH:16]=[CH:17][C:12]([CH2:11][CH2:10][CH2:9][C:8]([C:5]2[CH:4]=[CH:3][C:2]([F:1])=[CH:7][CH:6]=2)=[O:21])=[CH:13][CH:14]=1, predict the reactants needed to synthesize it.